This data is from Full USPTO retrosynthesis dataset with 1.9M reactions from patents (1976-2016). The task is: Predict the reactants needed to synthesize the given product. (1) Given the product [OH:27][CH:26]1[O:33][C@H:32]([CH2:34][OH:35])[C@@H:30]([OH:31])[C@H:28]([OH:29])[C@H:25]1[NH:45][C:36]([CH3:37])=[O:44], predict the reactants needed to synthesize it. The reactants are: C1N(CCO)CCN(CCS(O)(=O)=O)C1.P(O[C@H:25]([C@H:28]([C@H:30]([C@@H:32]([CH2:34][OH:35])[OH:33])[OH:31])[OH:29])[CH:26]=[O:27])(OP(O)(O)=O)(O)=O.[C@@H:36]1([N:45]2C=CC(=O)NC2=O)[O:44][C@H](CO)[C@@H](O)[C@H:37]1O. (2) Given the product [CH3:22][O:21][C:19](=[O:20])[C:18]([OH:23])([C:17]([F:25])([F:24])[F:16])[C:12]1[C:13](=[O:14])[N:9]([C:5]2[CH:6]=[CH:7][CH:8]=[C:3]([O:2][CH3:1])[CH:4]=2)[NH:10][C:11]=1[CH3:15], predict the reactants needed to synthesize it. The reactants are: [CH3:1][O:2][C:3]1[CH:4]=[C:5]([N:9]2[C:13](=[O:14])[CH:12]=[C:11]([CH3:15])[NH:10]2)[CH:6]=[CH:7][CH:8]=1.[F:16][C:17]([F:25])([F:24])[C:18](=[O:23])[C:19]([O:21][CH3:22])=[O:20]. (3) Given the product [C:1]([O:5][C:6]([N:8]1[CH2:12][C@@H:11]([CH2:13][NH:14][C:15](=[O:24])[C:16]2[CH:21]=[CH:20][CH:19]=[C:18]([C:22]3[NH:34][N:33]=[N:32][N:23]=3)[CH:17]=2)[CH2:10][C@H:9]1[C:25]([N:27]1[CH2:31][CH2:30][S:29][CH2:28]1)=[O:26])=[O:7])([CH3:4])([CH3:2])[CH3:3], predict the reactants needed to synthesize it. The reactants are: [C:1]([O:5][C:6]([N:8]1[CH2:12][C@@H:11]([CH2:13][NH:14][C:15](=[O:24])[C:16]2[CH:21]=[CH:20][CH:19]=[C:18]([C:22]#[N:23])[CH:17]=2)[CH2:10][C@H:9]1[C:25]([N:27]1[CH2:31][CH2:30][S:29][CH2:28]1)=[O:26])=[O:7])([CH3:4])([CH3:3])[CH3:2].[N-:32]=[N+:33]=[N-:34].[Na+].[Cl-].[NH4+]. (4) Given the product [F:15][C:4]1[C:5]([C:8]2[CH:9]=[N:10][C:11]([NH2:14])=[N:12][CH:13]=2)=[N:6][CH:7]=[C:2]([B:19]2[O:20][C:21]([CH3:23])([CH3:22])[C:17]([CH3:33])([CH3:16])[O:18]2)[CH:3]=1, predict the reactants needed to synthesize it. The reactants are: Cl[C:2]1[CH:3]=[C:4]([F:15])[C:5]([C:8]2[CH:9]=[N:10][C:11]([NH2:14])=[N:12][CH:13]=2)=[N:6][CH:7]=1.[CH3:16][C:17]1([CH3:33])[C:21]([CH3:23])([CH3:22])[O:20][B:19]([B:19]2[O:20][C:21]([CH3:23])([CH3:22])[C:17]([CH3:33])([CH3:16])[O:18]2)[O:18]1.CC([O-])=O.[K+]. (5) The reactants are: [CH2:1]([O:3][P:4](/[CH:9]=[CH:10]/[C:11]1[CH:20]=[CH:19][C:18]2[C:13](=[C:14]([C:22]3[C:31]4[C:26](=[CH:27][CH:28]=[CH:29][CH:30]=4)[CH:25]=[CH:24][CH:23]=3)[CH:15]=[C:16]([NH2:21])[CH:17]=2)[N:12]=1)(=[O:8])[O:5][CH2:6][CH3:7])[CH3:2].[C:32](O)(=[O:39])[C:33]1[CH:38]=[CH:37][CH:36]=[N:35][CH:34]=1.CCN(CC)CC.CCCP(=O)=O. Given the product [CH2:1]([O:3][P:4](/[CH:9]=[CH:10]/[C:11]1[CH:20]=[CH:19][C:18]2[C:13](=[C:14]([C:22]3[C:31]4[C:26](=[CH:27][CH:28]=[CH:29][CH:30]=4)[CH:25]=[CH:24][CH:23]=3)[CH:15]=[C:16]([NH:21][C:32]([C:33]3[CH:34]=[N:35][CH:36]=[CH:37][CH:38]=3)=[O:39])[CH:17]=2)[N:12]=1)(=[O:8])[O:5][CH2:6][CH3:7])[CH3:2], predict the reactants needed to synthesize it. (6) Given the product [I:16][C:12]1[CH:13]=[C:14]2[C:9](=[CH:10][CH:11]=1)[N:8]([C:17]([O:19][CH2:20][CH3:21])=[O:18])[C:7](=[O:6])[CH2:15]2, predict the reactants needed to synthesize it. The reactants are: C(OC([O:6][C:7]1[N:8]([C:17]([O:19][CH2:20][CH3:21])=[O:18])[C:9]2[C:14]([CH:15]=1)=[CH:13][C:12]([I:16])=[CH:11][CH:10]=2)=O)C.C(=O)([O-])[O-].[NH4+].[NH4+]. (7) The reactants are: [Cl:1][C:2]1[CH:10]=[C:9]2[C:5]([C:6]([C:11]([N:13]3[CH2:18][CH2:17][C:16]4([C:22]5[CH:23]=[CH:24][C:25]([F:27])=[CH:26][C:21]=5[C:20](=[O:28])[O:19]4)[CH2:15][CH2:14]3)=[O:12])=[CH:7][NH:8]2)=[CH:4][CH:3]=1.[F:29][C:30]1[CH:31]=[C:32]([CH:35]=[CH:36][CH:37]=1)[CH2:33]Cl. Given the product [Cl:1][C:2]1[CH:10]=[C:9]2[C:5]([C:6]([C:11]([N:13]3[CH2:18][CH2:17][C:16]4([C:22]5[CH:23]=[CH:24][C:25]([F:27])=[CH:26][C:21]=5[C:20](=[O:28])[O:19]4)[CH2:15][CH2:14]3)=[O:12])=[CH:7][N:8]2[CH2:33][C:32]2[CH:35]=[CH:36][CH:37]=[C:30]([F:29])[CH:31]=2)=[CH:4][CH:3]=1, predict the reactants needed to synthesize it. (8) Given the product [F:1][C:2]1[C:9]([C:10]2[CH:15]=[CH:14][N:13]3[N:16]=[C:17]([C:19]4[CH:24]=[CH:23][C:22]([F:25])=[CH:21][CH:20]=4)[CH:18]=[C:12]3[CH:11]=2)=[CH:8][CH:7]=[C:6]([F:26])[C:3]=1[CH:4]([OH:5])[C:27]#[CH:28], predict the reactants needed to synthesize it. The reactants are: [F:1][C:2]1[C:9]([C:10]2[CH:15]=[CH:14][N:13]3[N:16]=[C:17]([C:19]4[CH:24]=[CH:23][C:22]([F:25])=[CH:21][CH:20]=4)[CH:18]=[C:12]3[CH:11]=2)=[CH:8][CH:7]=[C:6]([F:26])[C:3]=1[CH:4]=[O:5].[C:27]([Mg]Br)#[CH:28]. (9) Given the product [Cl:1][C:2]1[N:3]=[C:4]([NH:22][C:21]2[C:23]([CH3:28])=[CH:24][C:25]([CH3:27])=[CH:26][C:20]=2[CH3:19])[C:5]2[CH:10]=[CH:9][S:8][C:6]=2[N:7]=1, predict the reactants needed to synthesize it. The reactants are: [Cl:1][C:2]1[N:3]=[C:4](Cl)[C:5]2[CH:10]=[CH:9][S:8][C:6]=2[N:7]=1.C(O)(C(F)(F)F)=O.[CH3:19][C:20]1[CH:26]=[C:25]([CH3:27])[CH:24]=[C:23]([CH3:28])[C:21]=1[NH2:22].